From a dataset of Full USPTO retrosynthesis dataset with 1.9M reactions from patents (1976-2016). Predict the reactants needed to synthesize the given product. Given the product [Cl:11][C:12]1[CH:21]=[C:20]([CH:22]([NH:24][C:2]2[N:10]=[CH:9][N:8]=[C:7]3[C:3]=2[N:4]=[CH:5][NH:6]3)[CH3:23])[C:19]([N:25]2[CH2:29][CH2:28][CH2:27][C@@H:26]2[CH2:30][O:31][CH3:32])=[C:18]2[C:13]=1[CH:14]=[CH:15][CH:16]=[N:17]2, predict the reactants needed to synthesize it. The reactants are: Br[C:2]1[N:10]=[CH:9][N:8]=[C:7]2[C:3]=1[N:4]=[CH:5][NH:6]2.[Cl:11][C:12]1[CH:21]=[C:20]([CH:22]([NH2:24])[CH3:23])[C:19]([N:25]2[CH2:29][CH2:28][CH2:27][C@@H:26]2[CH2:30][O:31][CH3:32])=[C:18]2[C:13]=1[CH:14]=[CH:15][CH:16]=[N:17]2.C(N(CC)C(C)C)(C)C.C(O)(C(F)(F)F)=O.